The task is: Predict the reaction yield, written as a fraction of the theoretical maximum amount of product (1.0 means a 100% yield; for example, 0.34 means a 34% yield).. This data is from Reaction yield outcomes from USPTO patents with 853,638 reactions. (1) The catalyst is C1(C)C=CC=CC=1. The yield is 0.446. The reactants are [Cl:1][C:2]1[CH:7]=[C:6](Cl)[N:5]=[C:4]([CH3:9])[N:3]=1.[CH3:10][S-:11].[Na+]. The product is [Cl:1][C:2]1[CH:7]=[C:6]([S:11][CH3:10])[N:5]=[C:4]([CH3:9])[N:3]=1. (2) The reactants are [Cl:1][C:2]1[C:10]([C:11]([C:13]2[C:18]([NH:19][S:20]([C:23]3[CH:28]=[CH:27][C:26]([Cl:29])=[C:25]([C:30]([F:33])([F:32])[F:31])[CH:24]=3)(=[O:22])=[O:21])=[CH:17][C:16]([Cl:34])=[CH:15][N:14]=2)=[O:12])=[CH:9][CH:8]=[CH:7][C:3]=1[C:4]([OH:6])=O.[CH3:35][N:36](C(ON1N=NC2C=CC=NC1=2)=[N+](C)C)C.F[P-](F)(F)(F)(F)F.CN.C1COCC1.CCN(C(C)C)C(C)C. The catalyst is CCOC(C)=O.CN(C=O)C. The product is [Cl:1][C:2]1[C:10]([C:11]([C:13]2[C:18]([NH:19][S:20]([C:23]3[CH:28]=[CH:27][C:26]([Cl:29])=[C:25]([C:30]([F:31])([F:32])[F:33])[CH:24]=3)(=[O:21])=[O:22])=[CH:17][C:16]([Cl:34])=[CH:15][N:14]=2)=[O:12])=[CH:9][CH:8]=[CH:7][C:3]=1[C:4]([NH:36][CH3:35])=[O:6]. The yield is 0.0500. (3) The reactants are [BH4-].[Na+].[Br:3][C:4]1[CH:5]=[CH:6][C:7]([N:12]2[CH2:17][CH2:16][CH2:15][CH2:14][CH:13]2[CH3:18])=[C:8]([CH:11]=1)[CH:9]=[O:10]. The catalyst is CO.[NH4+].[Cl-]. The product is [Br:3][C:4]1[CH:5]=[CH:6][C:7]([N:12]2[CH2:17][CH2:16][CH2:15][CH2:14][CH:13]2[CH3:18])=[C:8]([CH2:9][OH:10])[CH:11]=1. The yield is 0.970.